Dataset: Forward reaction prediction with 1.9M reactions from USPTO patents (1976-2016). Task: Predict the product of the given reaction. (1) Given the reactants C(Br)C1C=CC=CC=1.[F:9][CH:10]([F:20])[O:11][C:12]1[CH:19]=[CH:18][C:15]([CH2:16]Br)=[CH:14][CH:13]=1.[CH3:21][C:22]1[N:23]=[C:24]([N:32]2[CH2:36][CH2:35][NH:34][C:33]2=[O:37])[S:25][C:26]=1[C:27]([O:29][CH2:30][CH3:31])=[O:28], predict the reaction product. The product is: [F:9][CH:10]([F:20])[O:11][C:12]1[CH:19]=[CH:18][C:15]([CH2:16][N:34]2[CH2:35][CH2:36][N:32]([C:24]3[S:25][C:26]([C:27]([O:29][CH2:30][CH3:31])=[O:28])=[C:22]([CH3:21])[N:23]=3)[C:33]2=[O:37])=[CH:14][CH:13]=1. (2) Given the reactants [F:1][C:2]1[CH:3]=[C:4]([CH2:9][C@H:10]([NH:14][C:15](=[O:21])[O:16][C:17]([CH3:20])([CH3:19])[CH3:18])[C@H:11]2[CH2:13][O:12]2)[CH:5]=[C:6]([F:8])[CH:7]=1.[CH3:22][O:23][C:24]1[CH:25]=[C:26]([CH:29]=[CH:30][CH:31]=1)[CH2:27][NH2:28].CCN(CC)CC.[CH2:39]([O:46][C:47](Cl)=[O:48])[C:40]1[CH:45]=[CH:44][CH:43]=[CH:42][CH:41]=1, predict the reaction product. The product is: [CH2:39]([O:46][C:47](=[O:48])[N:28]([CH2:13][CH:11]([OH:12])[CH:10]([NH:14][C:15]([O:16][C:17]([CH3:20])([CH3:19])[CH3:18])=[O:21])[CH2:9][C:4]1[CH:3]=[C:2]([F:1])[CH:7]=[C:6]([F:8])[CH:5]=1)[CH2:27][C:26]1[CH:29]=[CH:30][CH:31]=[C:24]([O:23][CH3:22])[CH:25]=1)[C:40]1[CH:45]=[CH:44][CH:43]=[CH:42][CH:41]=1. (3) Given the reactants [H-].[K+].[N+:3]([CH2:5][C:6]([O:8][CH2:9][CH3:10])=[O:7])#[C-:4].[C:11]([O:15][CH2:16][CH3:17])(=[O:14])[C:12]#[CH:13].Cl, predict the reaction product. The product is: [NH:3]1[CH:4]=[C:12]([C:11]([O:15][CH2:16][CH3:17])=[O:14])[CH:13]=[C:5]1[C:6]([O:8][CH2:9][CH3:10])=[O:7]. (4) Given the reactants [Cl:1][C:2]1[CH:3]=[C:4]([N:12]([CH2:30][CH3:31])[C@H:13]2[CH2:18][CH2:17][C@H:16]([N:19]([CH2:21][C:22]3[CH:27]=[CH:26][C:25]([O:28][CH3:29])=[CH:24][CH:23]=3)[CH3:20])[CH2:15][CH2:14]2)[C:5]([CH3:11])=[C:6]([CH:10]=1)[C:7](O)=[O:8].CN(C(ON1N=NC2C=CC=CC1=2)=[N+](C)C)C.[B-](F)(F)(F)F.CCN(C(C)C)C(C)C.[CH2:63]([N:65]1[C:69]([CH3:70])=[C:68]([CH2:71][NH2:72])[C:67]([O:73][CH3:74])=[N:66]1)[CH3:64], predict the reaction product. The product is: [Cl:1][C:2]1[CH:3]=[C:4]([N:12]([CH2:30][CH3:31])[C@H:13]2[CH2:18][CH2:17][C@H:16]([N:19]([CH2:21][C:22]3[CH:23]=[CH:24][C:25]([O:28][CH3:29])=[CH:26][CH:27]=3)[CH3:20])[CH2:15][CH2:14]2)[C:5]([CH3:11])=[C:6]([CH:10]=1)[C:7]([NH:72][CH2:71][C:68]1[C:67]([O:73][CH3:74])=[N:66][N:65]([CH2:63][CH3:64])[C:69]=1[CH3:70])=[O:8].